From a dataset of Forward reaction prediction with 1.9M reactions from USPTO patents (1976-2016). Predict the product of the given reaction. Given the reactants [C:1]([O:5][C@@H:6]([C:12]1[C:31]([CH3:32])=[CH:30][C:15]2[N:16]=[C:17]([C:19]3[CH:20]=[C:21]4[C:27]([CH3:28])=[N:26][N:25]([CH3:29])[C:22]4=[CH:23][N:24]=3)[S:18][C:14]=2[C:13]=1[C:33]1[CH:38]=[CH:37][C:36]([Cl:39])=[CH:35][CH:34]=1)[C:7]([O:9]CC)=[O:8])([CH3:4])([CH3:3])[CH3:2].[OH-].[Na+].CN(C=O)C.C(O)(=O)C, predict the reaction product. The product is: [C:1]([O:5][C@@H:6]([C:12]1[C:31]([CH3:32])=[CH:30][C:15]2[N:16]=[C:17]([C:19]3[CH:20]=[C:21]4[C:27]([CH3:28])=[N:26][N:25]([CH3:29])[C:22]4=[CH:23][N:24]=3)[S:18][C:14]=2[C:13]=1[C:33]1[CH:38]=[CH:37][C:36]([Cl:39])=[CH:35][CH:34]=1)[C:7]([OH:9])=[O:8])([CH3:4])([CH3:2])[CH3:3].